This data is from Catalyst prediction with 721,799 reactions and 888 catalyst types from USPTO. The task is: Predict which catalyst facilitates the given reaction. (1) Reactant: [CH:1]([C:4]1[C:11]([C:12]2[CH:17]=[CH:16][CH:15]=[CH:14][CH:13]=2)=[CH:10][C:7]([C:8]#[N:9])=[C:6]([N:18]2[CH2:23][CH2:22][NH:21][C@H:20]([CH3:24])[CH2:19]2)[N:5]=1)([CH3:3])[CH3:2].[CH3:25][C:26]1[O:27][CH:28]=[CH:29][C:30]=1[C:31](O)=[O:32].CCN=C=NCCCN(C)C.C1C=CC2N(O)N=NC=2C=1.C(N(CC)CC)C. Product: [CH:1]([C:4]1[C:11]([C:12]2[CH:17]=[CH:16][CH:15]=[CH:14][CH:13]=2)=[CH:10][C:7]([C:8]#[N:9])=[C:6]([N:18]2[CH2:23][CH2:22][N:21]([C:31]([C:30]3[CH:29]=[CH:28][O:27][C:26]=3[CH3:25])=[O:32])[C@H:20]([CH3:24])[CH2:19]2)[N:5]=1)([CH3:3])[CH3:2]. The catalyst class is: 2. (2) Reactant: [I:1]N1C(=O)CCC1=O.[CH2:9]([CH:11]([CH2:30][CH2:31][CH2:32][CH3:33])[CH2:12][O:13][C:14]1[CH:19]=[CH:18][C:17]([Br:20])=[CH:16][C:15]=1[O:21][CH2:22][CH:23]([CH2:28][CH3:29])[CH2:24][CH2:25][CH2:26][CH3:27])[CH3:10].C(O)(=O)C.O. Product: [CH2:9]([CH:11]([CH2:30][CH2:31][CH2:32][CH3:33])[CH2:12][O:13][C:14]1[CH:19]=[C:18]([I:1])[C:17]([Br:20])=[CH:16][C:15]=1[O:21][CH2:22][CH:23]([CH2:28][CH3:29])[CH2:24][CH2:25][CH2:26][CH3:27])[CH3:10]. The catalyst class is: 22. (3) Reactant: [C:1]([O:5][C:6]([NH:8][CH:9]([C:11]1[C:20]([C:21]2[CH:26]=[CH:25][CH:24]=[CH:23][CH:22]=2)=[C:19]([C:27](O)=[O:28])[C:18]2[C:13](=[CH:14][CH:15]=[C:16]([F:30])[CH:17]=2)[N:12]=1)[CH3:10])=[O:7])([CH3:4])([CH3:3])[CH3:2].CCN(CC)CC.[BH4-].[Na+]. Product: [F:30][C:16]1[CH:17]=[C:18]2[C:13](=[CH:14][CH:15]=1)[N:12]=[C:11]([CH:9]([NH:8][C:6](=[O:7])[O:5][C:1]([CH3:3])([CH3:4])[CH3:2])[CH3:10])[C:20]([C:21]1[CH:22]=[CH:23][CH:24]=[CH:25][CH:26]=1)=[C:19]2[CH2:27][OH:28]. The catalyst class is: 1. (4) Reactant: [NH:1]([C:3]1[N:12]=[CH:11][CH:10]=[C:9]2[C:4]=1[CH:5]=[C:6]([C:37]1[CH:42]=[CH:41][CH:40]=[CH:39][CH:38]=1)[C:7]([C:13]1[CH:18]=[CH:17][C:16]([CH2:19][N:20]3[CH2:25][CH2:24][CH:23]([C:26]4[NH:30][C:29]([C:31]5[N:36]=[CH:35][CH:34]=[CH:33][N:32]=5)=[N:28][N:27]=4)[CH2:22][CH2:21]3)=[CH:15][CH:14]=1)=[N:8]2)[NH2:2].C1C=CC2N(O)N=NC=2C=1.[CH3:53][N:54]1[CH:58]=[C:57]([C:59](O)=O)[N:56]=[CH:55]1.CCN(C(C)C)C(C)C.C(Cl)CCl. Product: [CH3:53][N:54]1[CH:58]=[C:57]([C:59]2[N:12]3[C:3]([C:4]4[CH:5]=[C:6]([C:37]5[CH:38]=[CH:39][CH:40]=[CH:41][CH:42]=5)[C:7]([C:13]5[CH:18]=[CH:17][C:16]([CH2:19][N:20]6[CH2:21][CH2:22][CH:23]([C:26]7[NH:30][C:29]([C:31]8[N:36]=[CH:35][CH:34]=[CH:33][N:32]=8)=[N:28][N:27]=7)[CH2:24][CH2:25]6)=[CH:15][CH:14]=5)=[N:8][C:9]=4[CH:10]=[CH:11]3)=[N:1][N:2]=2)[N:56]=[CH:55]1. The catalyst class is: 640.